From a dataset of Peptide-MHC class II binding affinity with 134,281 pairs from IEDB. Regression. Given a peptide amino acid sequence and an MHC pseudo amino acid sequence, predict their binding affinity value. This is MHC class II binding data. (1) The peptide sequence is DVKFPGGGQEVGGVY. The MHC is HLA-DQA10501-DQB10301 with pseudo-sequence HLA-DQA10501-DQB10301. The binding affinity (normalized) is 0.608. (2) The binding affinity (normalized) is 0.584. The peptide sequence is WAATAGTTVYGAFAA. The MHC is HLA-DQA10501-DQB10301 with pseudo-sequence HLA-DQA10501-DQB10301. (3) The peptide sequence is EKKYFAATQFEVLAA. The MHC is DRB1_0701 with pseudo-sequence DRB1_0701. The binding affinity (normalized) is 0.818. (4) The peptide sequence is KPTGAGPKDNGGACG. The MHC is HLA-DQA10501-DQB10201 with pseudo-sequence HLA-DQA10501-DQB10201. The binding affinity (normalized) is 0.0753. (5) The peptide sequence is EKKYFAATQFEPLAG. The MHC is HLA-DQA10501-DQB10201 with pseudo-sequence HLA-DQA10501-DQB10201. The binding affinity (normalized) is 0.369. (6) The binding affinity (normalized) is 0.657. The MHC is DRB1_1501 with pseudo-sequence DRB1_1501. The peptide sequence is EGTNIYNNNEAFKVE.